Predict the reaction yield, written as a fraction of the theoretical maximum amount of product (1.0 means a 100% yield; for example, 0.34 means a 34% yield). From a dataset of Reaction yield outcomes from USPTO patents with 853,638 reactions. (1) The reactants are [C:1]1([C:7]2[N:11]3[N:12]=[C:13]([C:16]([F:19])([F:18])[F:17])[CH:14]=[CH:15][C:10]3=[N:9][C:8]=2[C:20]2[CH:25]=[CH:24][C:23]([C:26]3([NH:30]C(=O)OC(C)(C)C)[CH2:29][CH2:28][CH2:27]3)=[CH:22][CH:21]=2)[CH:6]=[CH:5][CH:4]=[CH:3][CH:2]=1.Cl.O1CCOCC1.[OH-].[Na+]. The catalyst is C(Cl)Cl.CO. The product is [C:1]1([C:7]2[N:11]3[N:12]=[C:13]([C:16]([F:19])([F:17])[F:18])[CH:14]=[CH:15][C:10]3=[N:9][C:8]=2[C:20]2[CH:21]=[CH:22][C:23]([C:26]3([NH2:30])[CH2:29][CH2:28][CH2:27]3)=[CH:24][CH:25]=2)[CH:2]=[CH:3][CH:4]=[CH:5][CH:6]=1. The yield is 0.920. (2) The reactants are [F:1][C:2]1[CH:7]=[CH:6][C:5]([CH:8]=[CH:9][C:10]2[CH:19]=[CH:18][C:17]([O:20][CH3:21])=[CH:16][C:11]=2[C:12]([O:14][CH3:15])=[O:13])=[CH:4][CH:3]=1. The catalyst is C(OCC)(=O)C.[Pd]. The product is [F:1][C:2]1[CH:3]=[CH:4][C:5]([CH2:8][CH2:9][C:10]2[CH:19]=[CH:18][C:17]([O:20][CH3:21])=[CH:16][C:11]=2[C:12]([O:14][CH3:15])=[O:13])=[CH:6][CH:7]=1. The yield is 0.800. (3) The reactants are [F:1][C:2]1[CH:3]=[C:4]([NH2:10])[CH:5]=[N:6][C:7]=1[O:8][CH3:9].[CH3:11][O:12][C:13]1[CH:49]=[CH:48][C:16]([CH2:17][N:18]([CH2:39][C:40]2[CH:45]=[CH:44][C:43]([O:46][CH3:47])=[CH:42][CH:41]=2)[C:19]2[N:24]=[C:23]([CH3:25])[N:22]=[C:21]([C:26]3[CH:27]=[C:28]([CH:33]([OH:38])[C:34]([F:37])([F:36])[F:35])[CH:29]=[N:30][C:31]=3F)[N:20]=2)=[CH:15][CH:14]=1.C1COCC1.[Li+].C[Si]([N-][Si](C)(C)C)(C)C. No catalyst specified. The product is [CH3:11][O:12][C:13]1[CH:14]=[CH:15][C:16]([CH2:17][N:18]([CH2:39][C:40]2[CH:41]=[CH:42][C:43]([O:46][CH3:47])=[CH:44][CH:45]=2)[C:19]2[N:24]=[C:23]([CH3:25])[N:22]=[C:21]([C:26]3[CH:27]=[C:28]([CH:33]([OH:38])[C:34]([F:35])([F:36])[F:37])[CH:29]=[N:30][C:31]=3[NH:10][C:4]3[CH:5]=[N:6][C:7]([O:8][CH3:9])=[C:2]([F:1])[CH:3]=3)[N:20]=2)=[CH:48][CH:49]=1. The yield is 0.910. (4) The reactants are [Cl:1][C:2]1[CH:9]=[C:8]([F:10])[C:5]([CH:6]=[O:7])=[C:4](F)[CH:3]=1.[C:12]([O:16][C:17]([N:19]1[CH2:22][CH:21]([OH:23])[CH2:20]1)=[O:18])([CH3:15])([CH3:14])[CH3:13].[H-].[Na+].O. The catalyst is CN(C=O)C.CCOC(C)=O. The product is [C:12]([O:16][C:17]([N:19]1[CH2:22][CH:21]([O:23][C:4]2[CH:3]=[C:2]([Cl:1])[CH:9]=[C:8]([F:10])[C:5]=2[CH:6]=[O:7])[CH2:20]1)=[O:18])([CH3:15])([CH3:13])[CH3:14]. The yield is 0.150. (5) The reactants are [CH:1]1[C:13]2[NH:12][C:11]3[C:6](=[CH:7][CH:8]=[CH:9][CH:10]=3)[C:5]=2[CH:4]=[CH:3][CH:2]=1.[H-].[Na+].[CH2:16]([O:18][C:19](=[O:26])[CH2:20][CH2:21][CH2:22][CH2:23][CH2:24]Br)[CH3:17]. The catalyst is CN(C=O)C.[I-].[K+]. The product is [CH2:16]([O:18][C:19](=[O:26])[CH2:20][CH2:21][CH2:22][CH2:23][CH2:24][N:12]1[C:11]2[CH:10]=[CH:9][CH:8]=[CH:7][C:6]=2[C:5]2[C:13]1=[CH:1][CH:2]=[CH:3][CH:4]=2)[CH3:17]. The yield is 0.730. (6) The reactants are [F:1][C:2]([F:34])([F:33])[CH:3]([C:24]1[CH:29]=[C:28]([Cl:30])[C:27]([Cl:31])=[C:26]([Cl:32])[CH:25]=1)/[CH:4]=[CH:5]/[C:6]1[CH:11]=[CH:10][C:9]([NH:12][N:13]2C(=O)C3C(=CC=CC=3)C2=O)=[CH:8][CH:7]=1.O.NN. The catalyst is CCO. The product is [F:34][C:2]([F:1])([F:33])[CH:3]([C:24]1[CH:25]=[C:26]([Cl:32])[C:27]([Cl:31])=[C:28]([Cl:30])[CH:29]=1)/[CH:4]=[CH:5]/[C:6]1[CH:11]=[CH:10][C:9]([NH:12][NH2:13])=[CH:8][CH:7]=1. The yield is 0.660.